The task is: Predict the reactants needed to synthesize the given product.. This data is from Full USPTO retrosynthesis dataset with 1.9M reactions from patents (1976-2016). (1) Given the product [CH2:5]([O:7][C:8]([C:10]1[C:11]2[CH2:19][CH2:18][CH2:17][CH2:16][C:12]=2[S:13][C:14]=1[NH:15][C:1](=[O:3])[CH3:2])=[O:9])[CH3:6], predict the reactants needed to synthesize it. The reactants are: [C:1](Cl)(=[O:3])[CH3:2].[CH2:5]([O:7][C:8]([C:10]1[C:11]2[CH2:19][CH2:18][CH2:17][CH2:16][C:12]=2[S:13][C:14]=1[NH2:15])=[O:9])[CH3:6].O. (2) Given the product [CH2:1]([N:3]([S:20]([C:23]1[S:24][CH:25]=[CH:26][CH:27]=1)(=[O:21])=[O:22])[C:4]1[CH:5]=[C:6]([CH3:19])[C:7]([CH3:18])=[C:8]2[C:12]=1[NH:11][C:10]([C:13]([OH:15])=[O:14])=[CH:9]2)[CH3:2], predict the reactants needed to synthesize it. The reactants are: [CH2:1]([N:3]([S:20]([C:23]1[S:24][CH:25]=[CH:26][CH:27]=1)(=[O:22])=[O:21])[C:4]1[CH:5]=[C:6]([CH3:19])[C:7]([CH3:18])=[C:8]2[C:12]=1[NH:11][C:10]([C:13]([O:15]CC)=[O:14])=[CH:9]2)[CH3:2].CO.[OH-].[K+].C(O)(=O)CC(CC(O)=O)(C(O)=O)O. (3) Given the product [CH3:1][O:2][C:3](=[O:12])[C:4]1[CH:9]=[CH:8][C:7]([Cl:10])=[N:6][C:5]=1[NH:18][CH3:15], predict the reactants needed to synthesize it. The reactants are: [CH3:1][O:2][C:3](=[O:12])[C:4]1[CH:9]=[CH:8][C:7]([Cl:10])=[N:6][C:5]=1Cl.CN.[CH:15]([N:18](C(C)C)CC)(C)C. (4) Given the product [C:1]([O:5][C@@H:6]([C:10]1[C:11]([C:30]2[CH2:35][CH2:34][CH2:33][CH2:32][CH:31]=2)=[C:12]2[C:17](=[CH:18][C:19]=1[CH3:20])[N:16]=[C:15]([CH2:21][N:22]([CH3:29])[CH3:23])[CH:14]=[CH:13]2)[C:7]([OH:9])=[O:8])([CH3:4])([CH3:2])[CH3:3], predict the reactants needed to synthesize it. The reactants are: [C:1]([O:5][C@@H:6]([C:10]1[C:11]([C:30]2[CH:35]=[CH:34][C:33](Cl)=[CH:32][CH:31]=2)=[C:12]2[C:17](=[CH:18][C:19]=1[CH3:20])[N:16]=[C:15]([CH2:21][N:22]([CH3:29])[C:23]1C=CC=CC=1)[CH:14]=[CH:13]2)[C:7]([OH:9])=[O:8])([CH3:4])([CH3:3])[CH3:2].C(O[C@@H](C1C(C2CCCCC=2)=C2C(=CC=1C)N=C(CN(C)C)C=C2)C(OCC)=O)(C)(C)C. (5) Given the product [Cl:29][C:25]1[CH:26]=[CH:27][CH:28]=[C:21]2[C:22]=1[CH:23]=[C:13]([C:14]1[CH:19]=[CH:18][CH:17]=[CH:16][N:15]=1)[C:2]([CH:3]([NH:5][C:6](=[O:12])[O:7][C:8]([CH3:11])([CH3:10])[CH3:9])[CH3:4])=[N:20]2, predict the reactants needed to synthesize it. The reactants are: O=[C:2]([CH2:13][C:14]1[CH:19]=[CH:18][CH:17]=[CH:16][N:15]=1)[CH:3]([NH:5][C:6](=[O:12])[O:7][C:8]([CH3:11])([CH3:10])[CH3:9])[CH3:4].[NH2:20][C:21]1[CH:28]=[CH:27][CH:26]=[C:25]([Cl:29])[C:22]=1[CH:23]=O.CCO.[OH-].[K+]. (6) Given the product [CH3:22][C:12]1[CH:17]=[CH:16][C:15]([S:18]([O:4][CH2:3][C:2]([F:1])([F:11])[C:5]2[CH:10]=[CH:9][CH:8]=[CH:7][N:6]=2)(=[O:20])=[O:19])=[CH:14][CH:13]=1, predict the reactants needed to synthesize it. The reactants are: [F:1][C:2]([F:11])([C:5]1[CH:10]=[CH:9][CH:8]=[CH:7][N:6]=1)[CH2:3][OH:4].[C:12]1([CH3:22])[CH:17]=[CH:16][C:15]([S:18](Cl)(=[O:20])=[O:19])=[CH:14][CH:13]=1. (7) Given the product [Cl:1][C:2]1[N:7]=[C:6]([NH:10][C:11]2[CH:12]=[CH:13][C:14]3[O:19][CH2:18][C:17]4=[N:20][CH:21]=[CH:22][N:16]4[C:15]=3[CH:23]=2)[C:5]([F:9])=[CH:4][N:3]=1, predict the reactants needed to synthesize it. The reactants are: [Cl:1][C:2]1[N:7]=[C:6](Cl)[C:5]([F:9])=[CH:4][N:3]=1.[NH2:10][C:11]1[CH:12]=[CH:13][C:14]2[O:19][CH2:18][C:17]3=[N:20][CH:21]=[CH:22][N:16]3[C:15]=2[CH:23]=1.